This data is from Forward reaction prediction with 1.9M reactions from USPTO patents (1976-2016). The task is: Predict the product of the given reaction. (1) The product is: [NH2:38][C:10]1[CH:11]=[CH:12][C:13]([C:15]([NH:17][C@@H:18]([C:26]2[CH:31]=[CH:30][C:29]([O:32][C:33]([F:35])([F:34])[F:36])=[C:28]([F:37])[CH:27]=2)[C:19]2[C:24]([F:25])=[CH:23][CH:22]=[CH:21][N:20]=2)=[O:16])=[N:14][C:9]=1[OH:8]. Given the reactants C([O:8][C:9]1[N:14]=[C:13]([C:15]([NH:17][C@@H:18]([C:26]2[CH:31]=[CH:30][C:29]([O:32][C:33]([F:36])([F:35])[F:34])=[C:28]([F:37])[CH:27]=2)[C:19]2[C:24]([F:25])=[CH:23][CH:22]=[CH:21][N:20]=2)=[O:16])[CH:12]=[CH:11][C:10]=1[N+:38]([O-])=O)C1C=CC=CC=1.[H][H].CCOC(C)=O, predict the reaction product. (2) Given the reactants CO.[O:3]1CCCC1.[CH3:8][C:9]1[C:21]2[C:20](=[O:22])[C:19]3[C:14](=[CH:15][CH:16]=[C:17]([S:23][CH3:24])[CH:18]=3)[NH:13][C:12]=2[N:11]([C:25]2[CH:30]=[CH:29][CH:28]=[CH:27][N:26]=2)[N:10]=1.I([O-])(=O)(=O)=O.[Na+], predict the reaction product. The product is: [CH3:8][C:9]1[C:21]2[C:20](=[O:22])[C:19]3[C:14](=[CH:15][CH:16]=[C:17]([S:23]([CH3:24])=[O:3])[CH:18]=3)[NH:13][C:12]=2[N:11]([C:25]2[CH:30]=[CH:29][CH:28]=[CH:27][N:26]=2)[N:10]=1. (3) Given the reactants [CH3:1][S:2][C:3]1[CH:10]=[CH:9][C:6]([CH2:7][NH2:8])=[CH:5][CH:4]=1.[C:11]1(=O)[O:16][C:14](=[O:15])[C:13]2=[CH:17][CH:18]=[CH:19][CH:20]=[C:12]12.C(O)(=O)C, predict the reaction product. The product is: [CH3:1][S:2][C:3]1[CH:10]=[CH:9][C:6]([CH2:7][N:8]2[C:14](=[O:15])[C:13]3[C:12](=[CH:20][CH:19]=[CH:18][CH:17]=3)[C:11]2=[O:16])=[CH:5][CH:4]=1. (4) Given the reactants [NH2:1][CH:2]([PH:4](=[O:6])[OH:5])[CH3:3].[OH-].[Na+].[C:9]([O:13][C:14](O[C:14]([O:13][C:9]([CH3:12])([CH3:11])[CH3:10])=[O:15])=[O:15])([CH3:12])([CH3:11])[CH3:10], predict the reaction product. The product is: [C:9]([O:13][C:14]([NH:1][CH:2]([PH:4](=[O:5])[OH:6])[CH3:3])=[O:15])([CH3:12])([CH3:11])[CH3:10].